This data is from Forward reaction prediction with 1.9M reactions from USPTO patents (1976-2016). The task is: Predict the product of the given reaction. (1) Given the reactants [S:1]1[C:9]2[C:4](=[N:5][CH:6]=[CH:7][C:8]=2[OH:10])[CH:3]=[CH:2]1.[Br:11]Br.[Br-].[K+].C(O)(=O)C, predict the reaction product. The product is: [Br:11][C:3]1[C:4]2=[N:5][CH:6]=[CH:7][C:8]([OH:10])=[C:9]2[S:1][CH:2]=1. (2) Given the reactants [CH3:1][O:2][C:3]([C:5]1[CH:10]=[CH:9][N:8]2[C:11](Br)=[CH:12][N:13]=[C:7]2[N:6]=1)=[O:4].CC1(C)C(C)(C)OB([C:23]2[CH:24]=[C:25]([C:29]3[C:30]([C:35]#[N:36])=[CH:31][CH:32]=[CH:33][CH:34]=3)[CH:26]=[CH:27][CH:28]=2)O1, predict the reaction product. The product is: [CH3:1][O:2][C:3]([C:5]1[CH:10]=[CH:9][N:8]2[C:11]([C:27]3[CH:26]=[C:25]([C:29]4[CH:34]=[CH:33][CH:32]=[CH:31][C:30]=4[C:35]#[N:36])[CH:24]=[CH:23][CH:28]=3)=[CH:12][N:13]=[C:7]2[N:6]=1)=[O:4]. (3) Given the reactants C([SiH](CC)CC)C.FC(F)(F)C(O)=O.[CH:15]1([C:18]2[CH:19]=[CH:20][C:21]3[N:22]([N:24]=[C:25]([C:39]4[CH:44]=[CH:43][CH:42]=[CH:41][CH:40]=4)[C:26]=3[CH:27](O)[C:28]3[N:33]=[C:32]([C:34]([O:36][CH3:37])=[O:35])[CH:31]=[CH:30][CH:29]=3)[CH:23]=2)[CH2:17][CH2:16]1.C(=O)(O)[O-].[Na+], predict the reaction product. The product is: [CH:15]1([C:18]2[CH:19]=[CH:20][C:21]3[N:22]([N:24]=[C:25]([C:39]4[CH:40]=[CH:41][CH:42]=[CH:43][CH:44]=4)[C:26]=3[CH2:27][C:28]3[N:33]=[C:32]([C:34]([O:36][CH3:37])=[O:35])[CH:31]=[CH:30][CH:29]=3)[CH:23]=2)[CH2:16][CH2:17]1. (4) Given the reactants [C:1]([C:3]1([NH:6][C:7]([C:9]2[CH:10]=[CH:11][C:12]([CH3:35])=[C:13]([C:15]3[CH:16]=[CH:17][C:18]4[O:22][C:21]([C:23]5[CH:28]=[CH:27][C:26]([F:29])=[CH:25][CH:24]=5)=[C:20]([C:30]([NH:32][CH3:33])=[O:31])[C:19]=4[CH:34]=3)[CH:14]=2)=[O:8])[CH2:5][CH2:4]1)#[N:2].[Cl-].[NH4+].[N-:38]=[N+:39]=[N-:40].[Na+], predict the reaction product. The product is: [NH:38]1[C:1]([C:3]2([NH:6][C:7]([C:9]3[CH:10]=[CH:11][C:12]([CH3:35])=[C:13]([C:15]4[CH:16]=[CH:17][C:18]5[O:22][C:21]([C:23]6[CH:28]=[CH:27][C:26]([F:29])=[CH:25][CH:24]=6)=[C:20]([C:30]([NH:32][CH3:33])=[O:31])[C:19]=5[CH:34]=4)[CH:14]=3)=[O:8])[CH2:4][CH2:5]2)=[N:2][N:40]=[N:39]1. (5) Given the reactants [N:1]1[CH:6]=[CH:5][CH:4]=[C:3](B(O)O)[CH:2]=1.C(=O)([O-])[O-].[Na+].[Na+].Br[C:17]1[CH:18]=[CH:19][C:20]2[N:21]([CH:23]=[C:24]([NH:26][C:27]([NH:29][CH2:30][CH2:31][C:32]3[N:33]=[N:34][N:35]([CH:37]([CH3:39])[CH3:38])[N:36]=3)=[O:28])[N:25]=2)[CH:22]=1, predict the reaction product. The product is: [CH:37]([N:35]1[N:34]=[N:33][C:32]([CH2:31][CH2:30][NH:29][C:27]([NH:26][C:24]2[N:25]=[C:20]3[CH:19]=[CH:18][C:17]([C:3]4[CH:2]=[N:1][CH:6]=[CH:5][CH:4]=4)=[CH:22][N:21]3[CH:23]=2)=[O:28])=[N:36]1)([CH3:39])[CH3:38]. (6) Given the reactants [Cl:1][C:2]1[C:3]([N:11]2[CH2:16][CH2:15][CH:14]([N:17]3[CH2:21][CH2:20][C@H:19]([NH:22][C:23]4[CH:28]=[CH:27][C:26]([S:29]([CH3:32])(=[O:31])=[O:30])=[CH:25][C:24]=4[F:33])[C:18]3=[O:34])[CH2:13][CH2:12]2)=[N:4][CH:5]=[C:6]([CH:10]=1)[C:7](O)=[O:8].S(Cl)([Cl:37])=O, predict the reaction product. The product is: [Cl:1][C:2]1[C:3]([N:11]2[CH2:16][CH2:15][CH:14]([N:17]3[CH2:21][CH2:20][C@H:19]([NH:22][C:23]4[CH:28]=[CH:27][C:26]([S:29]([CH3:32])(=[O:31])=[O:30])=[CH:25][C:24]=4[F:33])[C:18]3=[O:34])[CH2:13][CH2:12]2)=[N:4][CH:5]=[C:6]([CH:10]=1)[C:7]([Cl:37])=[O:8]. (7) Given the reactants [F:1][C:2]1[CH:10]=[CH:9][CH:8]=[C:7]([F:11])[C:3]=1[C:4](Cl)=[O:5].[NH2:12][C:13]1[CH:18]=[N:17][C:16]([Br:19])=[CH:15][N:14]=1.N1C=CC=CC=1, predict the reaction product. The product is: [Br:19][C:16]1[N:17]=[CH:18][C:13]([NH:12][C:4](=[O:5])[C:3]2[C:2]([F:1])=[CH:10][CH:9]=[CH:8][C:7]=2[F:11])=[N:14][CH:15]=1.